Predict the reaction yield, written as a fraction of the theoretical maximum amount of product (1.0 means a 100% yield; for example, 0.34 means a 34% yield). From a dataset of Reaction yield outcomes from USPTO patents with 853,638 reactions. (1) The reactants are [NH2:1][C:2]1[NH:3][C:4](=O)[C:5]2[N:11]=[C:10]([C:12]3[CH:17]=[CH:16][C:15]([F:18])=[CH:14][CH:13]=3)[CH:9]=[CH:8][C:6]=2[N:7]=1.N12CCCN=C1CCCCC2.F[P-](F)(F)(F)(F)F.N1(O[P+](N(C)C)(N(C)C)N(C)C)C2C=CC=CC=2N=N1.Cl.[NH2:59][CH:60]1[CH2:65][CH2:64][CH2:63][N:62]([C:66]([O:68][C:69]([CH3:72])([CH3:71])[CH3:70])=[O:67])[CH2:61]1. The catalyst is C(#N)C. The product is [NH2:1][C:2]1[N:3]=[C:4]([NH:59][CH:60]2[CH2:65][CH2:64][CH2:63][N:62]([C:66]([O:68][C:69]([CH3:72])([CH3:71])[CH3:70])=[O:67])[CH2:61]2)[C:5]2[N:11]=[C:10]([C:12]3[CH:17]=[CH:16][C:15]([F:18])=[CH:14][CH:13]=3)[CH:9]=[CH:8][C:6]=2[N:7]=1. The yield is 0.340. (2) The reactants are [CH3:1][C:2]1[CH:7]=[CH:6][C:5]([N+:8]([O-:10])=[O:9])=[CH:4][C:3]=1[OH:11].[C:12](=O)([O-])[O-].[K+].[K+].IC.O. The catalyst is CC(C)=O. The product is [CH3:1][C:2]1[CH:7]=[CH:6][C:5]([N+:8]([O-:10])=[O:9])=[CH:4][C:3]=1[O:11][CH3:12]. The yield is 0.720. (3) The reactants are [Cl:1][C:2]1[CH:9]=[CH:8][C:5]([CH:6]=O)=[CH:4][CH:3]=1.Cl.C(=O)(O)O.[NH2:15][NH:16][C:17]([NH2:19])=[NH:18].[OH-].[K+]. No catalyst specified. The product is [Cl:1][C:2]1[CH:9]=[CH:8][C:5](/[CH:6]=[N:15]/[NH:16][C:17](=[NH:18])[NH2:19])=[CH:4][CH:3]=1. The yield is 0.880.